From a dataset of Peptide-MHC class I binding affinity with 185,985 pairs from IEDB/IMGT. Regression. Given a peptide amino acid sequence and an MHC pseudo amino acid sequence, predict their binding affinity value. This is MHC class I binding data. (1) The peptide sequence is MVAWRVTMH. The MHC is HLA-A03:01 with pseudo-sequence HLA-A03:01. The binding affinity (normalized) is 0.640. (2) The peptide sequence is HLRVLFSIFY. The MHC is HLA-A03:01 with pseudo-sequence HLA-A03:01. The binding affinity (normalized) is 0.665. (3) The peptide sequence is LTDVEKRIL. The MHC is HLA-A02:02 with pseudo-sequence HLA-A02:02. The binding affinity (normalized) is 0.0557. (4) The peptide sequence is TKAGMAQYL. The MHC is HLA-B27:03 with pseudo-sequence HLA-B27:03. The binding affinity (normalized) is 0.0847. (5) The peptide sequence is HMIAGVLFTF. The MHC is HLA-A26:01 with pseudo-sequence HLA-A26:01. The binding affinity (normalized) is 0.347. (6) The peptide sequence is LLGLWGFAAQ. The binding affinity (normalized) is 0.433. The MHC is HLA-A02:06 with pseudo-sequence HLA-A02:06. (7) The peptide sequence is RTDTTICLSI. The MHC is HLA-A02:01 with pseudo-sequence HLA-A02:01. The binding affinity (normalized) is 0.140. (8) The peptide sequence is AVRHFPRIW. The MHC is HLA-B44:03 with pseudo-sequence HLA-B44:03. The binding affinity (normalized) is 0.